From a dataset of HIV replication inhibition screening data with 41,000+ compounds from the AIDS Antiviral Screen. Binary Classification. Given a drug SMILES string, predict its activity (active/inactive) in a high-throughput screening assay against a specified biological target. (1) The molecule is CC(c1cccc2ccccc12)[N+](=O)[CH-]c1ccccc1. The result is 0 (inactive). (2) The compound is ON=C1CC2(N3CCOCC3)CCC1(Cc1ccccc1)CC2. The result is 0 (inactive).